This data is from Full USPTO retrosynthesis dataset with 1.9M reactions from patents (1976-2016). The task is: Predict the reactants needed to synthesize the given product. (1) Given the product [CH2:6]([C:22]1[CH:23]=[C:24]([C:25]2[NH:26][CH:27]=[CH:28][CH:29]=2)[C:15]2[C:16](=[O:21])[NH:17][C:18]3[C:14]=2[C:13]=1[C:12]([F:11])=[CH:20][CH:19]=3)[CH3:7], predict the reactants needed to synthesize it. The reactants are: [Cu]C#N.[Cl-].[Li+].[CH2:6]([Zn]CC)[CH3:7].[F:11][C:12]1[C:13](/[C:22](/I)=[CH:23]/[C:24](=O)[C:25]2[NH:26][CH:27]=[CH:28][CH:29]=2)=[C:14]2[C:18](=[CH:19][CH:20]=1)[NH:17][C:16](=[O:21])[CH2:15]2. (2) Given the product [F:2][C:3]1[CH:8]=[CH:7][C:6]([CH:9]([C:17]2[CH:18]=[CH:19][C:20]([F:23])=[CH:21][CH:22]=2)[CH:10]2[C:15](=[O:16])[CH2:14][CH2:13][N:12]([CH2:28][C:27]3[CH:30]=[CH:31][C:32]([C:34]([F:37])([F:36])[F:35])=[CH:33][C:26]=3[C:25]([F:24])([F:38])[F:39])[CH2:11]2)=[CH:5][CH:4]=1, predict the reactants needed to synthesize it. The reactants are: Cl.[F:2][C:3]1[CH:8]=[CH:7][C:6]([CH:9]([C:17]2[CH:22]=[CH:21][C:20]([F:23])=[CH:19][CH:18]=2)[CH:10]2[C:15](=[O:16])[CH2:14][CH2:13][NH:12][CH2:11]2)=[CH:5][CH:4]=1.[F:24][C:25]([F:39])([F:38])[C:26]1[CH:33]=[C:32]([C:34]([F:37])([F:36])[F:35])[CH:31]=[CH:30][C:27]=1[CH2:28]Br.C(=O)([O-])[O-].[K+].[K+].